Dataset: Forward reaction prediction with 1.9M reactions from USPTO patents (1976-2016). Task: Predict the product of the given reaction. (1) Given the reactants [S:1]([NH2:11])(=[O:10])([C:3]1[CH:8]=[CH:7][C:6]([NH2:9])=[CH:5][CH:4]=1)=[O:2].[F:12][C:13]([F:24])([F:23])[C:14](O[C:14](=[O:15])[C:13]([F:24])([F:23])[F:12])=[O:15], predict the reaction product. The product is: [F:12][C:13]([F:24])([F:23])[C:14]([NH:9][C:6]1[CH:5]=[CH:4][C:3]([S:1](=[O:10])(=[O:2])[NH2:11])=[CH:8][CH:7]=1)=[O:15]. (2) Given the reactants Br[C:2]1[CH:16]=[CH:15][C:5]([CH2:6][N:7]2[CH2:10][CH:9]([C:11]([O:13][CH3:14])=[O:12])[CH2:8]2)=[CH:4][C:3]=1[F:17].[C:18]1([CH:24]([C:26]2[CH:27]=[CH:28][C:29]3[O:33][C:32](B(O)O)=[CH:31][C:30]=3[CH:37]=2)[CH3:25])[CH:23]=[CH:22][CH:21]=[CH:20][CH:19]=1, predict the reaction product. The product is: [F:17][C:3]1[CH:4]=[C:5]([CH2:6][N:7]2[CH2:10][CH:9]([C:11]([O:13][CH3:14])=[O:12])[CH2:8]2)[CH:15]=[CH:16][C:2]=1[C:32]1[O:33][C:29]2[CH:28]=[CH:27][C:26]([CH:24]([C:18]3[CH:19]=[CH:20][CH:21]=[CH:22][CH:23]=3)[CH3:25])=[CH:37][C:30]=2[CH:31]=1. (3) Given the reactants [C:1]([C:3]1[CH:8]=[CH:7][C:6]([CH:9]([C:13]2[CH:18]=[C:17]([O:19][CH3:20])[C:16]([O:21][CH3:22])=[C:15]([O:23][CH3:24])[CH:14]=2)C(O)=O)=[CH:5][C:4]=1[NH:25][CH:26]1[CH2:31][CH2:30][CH:29]([OH:32])[CH2:28][CH2:27]1)#[N:2].[OH-:33].[Na+].OO, predict the reaction product. The product is: [OH:32][CH:29]1[CH2:30][CH2:31][CH:26]([NH:25][C:4]2[CH:5]=[C:6]([CH2:9][C:13]3[CH:18]=[C:17]([O:19][CH3:20])[C:16]([O:21][CH3:22])=[C:15]([O:23][CH3:24])[CH:14]=3)[CH:7]=[CH:8][C:3]=2[C:1]([NH2:2])=[O:33])[CH2:27][CH2:28]1. (4) Given the reactants C([O:3][C:4](=[O:44])[CH2:5][O:6][C:7]1[CH:12]=[CH:11][C:10]([S:13][C:14]2[CH:19]=[C:18]([O:20][C:21]3[C:26]([C:27]([F:30])([F:29])[F:28])=[CH:25][CH:24]=[CH:23][N:22]=3)[CH:17]=[C:16]([C:31]#[C:32][C:33]3[CH:38]=[CH:37][C:36]([S:39]([CH3:42])(=[O:41])=[O:40])=[CH:35][CH:34]=3)[CH:15]=2)=[CH:9][C:8]=1[CH3:43])C.[OH-].[Na+].Cl, predict the reaction product. The product is: [CH3:42][S:39]([C:36]1[CH:35]=[CH:34][C:33]([C:32]#[C:31][C:16]2[CH:15]=[C:14]([S:13][C:10]3[CH:11]=[CH:12][C:7]([O:6][CH2:5][C:4]([OH:44])=[O:3])=[C:8]([CH3:43])[CH:9]=3)[CH:19]=[C:18]([O:20][C:21]3[C:26]([C:27]([F:30])([F:29])[F:28])=[CH:25][CH:24]=[CH:23][N:22]=3)[CH:17]=2)=[CH:38][CH:37]=1)(=[O:40])=[O:41].